The task is: Regression. Given a peptide amino acid sequence and an MHC pseudo amino acid sequence, predict their binding affinity value. This is MHC class I binding data.. This data is from Peptide-MHC class I binding affinity with 185,985 pairs from IEDB/IMGT. The peptide sequence is NADTGHSIY. The MHC is HLA-B15:09 with pseudo-sequence HLA-B15:09. The binding affinity (normalized) is 0.0847.